From a dataset of Full USPTO retrosynthesis dataset with 1.9M reactions from patents (1976-2016). Predict the reactants needed to synthesize the given product. (1) Given the product [CH:1]1([CH:7]([N:9]2[C:13]([C:14]3[CH:15]=[C:16]([C:24]([CH3:27])([CH3:25])[CH3:26])[CH:17]=[C:18]([C:20]([CH3:21])([CH3:22])[CH3:23])[CH:19]=3)=[CH:12][C:11]([C:28]([NH:69][CH:67]3[CH2:68][O:65][CH2:66]3)=[O:30])=[C:10]2[CH3:31])[CH3:8])[CH2:2][CH2:3][CH2:4][CH2:5][CH2:6]1, predict the reactants needed to synthesize it. The reactants are: [CH:1]1([CH:7]([N:9]2[C:13]([C:14]3[CH:19]=[C:18]([C:20]([CH3:23])([CH3:22])[CH3:21])[CH:17]=[C:16]([C:24]([CH3:27])([CH3:26])[CH3:25])[CH:15]=3)=[CH:12][C:11]([C:28]([OH:30])=O)=[C:10]2[CH3:31])[CH3:8])[CH2:6][CH2:5][CH2:4][CH2:3][CH2:2]1.CN(C(ON1N=NC2C=CC=NC1=2)=[N+](C)C)C.F[P-](F)(F)(F)(F)F.CCN(C(C)C)C(C)C.[O:65]1[CH2:68][CH:67]([NH2:69])[CH2:66]1. (2) Given the product [CH2:17]([N:4]([CH2:1][CH2:2][CH3:3])[C:5]([C:7]1[CH:8]=[C:9]([CH:14]=[CH:15][CH:16]=1)[C:10]([OH:12])=[O:11])=[O:6])[CH2:18][CH3:19], predict the reactants needed to synthesize it. The reactants are: [CH2:1]([N:4]([CH2:17][CH2:18][CH3:19])[C:5]([C:7]1[CH:8]=[C:9]([CH:14]=[CH:15][CH:16]=1)[C:10]([O:12]C)=[O:11])=[O:6])[CH2:2][CH3:3].[Li+].[OH-]. (3) The reactants are: CO[C:3]([C:5]1[CH:6]=[C:7]([C:11]2[CH:16]=[CH:15][CH:14]=[C:13]([C:17]([OH:19])=O)[CH:12]=2)[CH:8]=[CH:9][CH:10]=1)=[O:4].N=C=N.C1C=CC2[N:31]([OH:32])N=NC=2C=1.[CH:33]1[CH:38]=[CH:37][C:36]([CH2:39][CH2:40][NH2:41])=[CH:35][CH:34]=1.[N-]=C=O.C(O)C(N)(CO)CO. Given the product [OH:32][NH:31][C:17]([C:13]1[CH:12]=[C:11]([C:7]2[CH:8]=[CH:9][CH:10]=[C:5]([C:3]([NH:41][CH2:40][CH2:39][C:36]3[CH:37]=[CH:38][CH:33]=[CH:34][CH:35]=3)=[O:4])[CH:6]=2)[CH:16]=[CH:15][CH:14]=1)=[O:19], predict the reactants needed to synthesize it. (4) Given the product [N+:1]([C:4]1[CH:12]=[CH:11][CH:10]=[CH:9][C:5]=1[C:6]([Cl:21])=[O:7])([O-:3])=[O:2], predict the reactants needed to synthesize it. The reactants are: [N+:1]([C:4]1[CH:12]=[CH:11][CH:10]=[CH:9][C:5]=1[C:6](O)=[O:7])([O-:3])=[O:2].CN(C)C=O.C(Cl)(=O)C([Cl:21])=O.